From a dataset of Forward reaction prediction with 1.9M reactions from USPTO patents (1976-2016). Predict the product of the given reaction. (1) Given the reactants [CH3:1][O:2][C:3]1[CH:17]=[CH:16][C:6]([C:7]([NH:9][C:10]2[CH:15]=[CH:14][CH:13]=[CH:12][CH:11]=2)=[O:8])=[CH:5][C:4]=1[NH2:18].[C:19]([C:22]1[CH:23]=[C:24]([N:28]=[C:29]=[S:30])[CH:25]=[CH:26][CH:27]=1)([OH:21])=[O:20], predict the reaction product. The product is: [CH3:1][O:2][C:3]1[CH:17]=[CH:16][C:6]([C:7](=[O:8])[NH:9][C:10]2[CH:15]=[CH:14][CH:13]=[CH:12][CH:11]=2)=[CH:5][C:4]=1[NH:18][C:29](=[S:30])[NH:28][C:24]1[CH:23]=[C:22]([CH:27]=[CH:26][CH:25]=1)[C:19]([OH:21])=[O:20]. (2) Given the reactants Cl.[NH2:2][C@H:3]([CH2:10][C:11]1[CH:16]=[CH:15][C:14]([C:17]2[CH:22]=[CH:21][CH:20]=[CH:19][CH:18]=2)=[CH:13][CH:12]=1)[CH2:4][C@@H:5]([CH3:9])[C:6]([OH:8])=[O:7].[C:23]([O:27][C:28](O[C:28]([O:27][C:23]([CH3:26])([CH3:25])[CH3:24])=[O:29])=[O:29])([CH3:26])([CH3:25])[CH3:24].C(=O)([O-])[O-].[K+].[K+].P(=O)(O)(O)O, predict the reaction product. The product is: [C:14]1([C:17]2[CH:18]=[CH:19][CH:20]=[CH:21][CH:22]=2)[CH:13]=[CH:12][C:11]([CH2:10][C@@H:3]([NH:2][C:28]([O:27][C:23]([CH3:26])([CH3:25])[CH3:24])=[O:29])[CH2:4][C@@H:5]([CH3:9])[C:6]([OH:8])=[O:7])=[CH:16][CH:15]=1. (3) Given the reactants [Cl:1][C:2]1[CH:7]=[CH:6][C:5]([N:8]2[CH:12]=[CH:11][C:10]([CH2:13]O)=[N:9]2)=[CH:4][CH:3]=1.C(Cl)(Cl)Cl.P(Br)(Br)[Br:20], predict the reaction product. The product is: [Br:20][CH2:13][C:10]1[CH:11]=[CH:12][N:8]([C:5]2[CH:6]=[CH:7][C:2]([Cl:1])=[CH:3][CH:4]=2)[N:9]=1. (4) Given the reactants [Cl:1][C:2]1[C:3]([N+:11]([O-])=O)=[C:4]([CH:8]=[CH:9][CH:10]=1)[C:5]([OH:7])=[O:6].CO.[BH4-].[Na+], predict the reaction product. The product is: [NH2:11][C:3]1[C:2]([Cl:1])=[CH:10][CH:9]=[CH:8][C:4]=1[C:5]([OH:7])=[O:6]. (5) Given the reactants Cl.[Cl:2][C:3]1[CH:8]=[C:7]([Cl:9])[C:6]([Cl:10])=[CH:5][C:4]=1[NH:11][NH2:12].O.Cl.[NH:15]1[CH2:20][CH2:19][C:18](=O)[CH2:17][CH2:16]1, predict the reaction product. The product is: [ClH:2].[NH:15]1[CH2:20][CH2:19][C:18](=[N:12][NH:11][C:4]2[CH:5]=[C:6]([Cl:10])[C:7]([Cl:9])=[CH:8][C:3]=2[Cl:2])[CH2:17][CH2:16]1. (6) Given the reactants [Cl:1][C:2]1[C:3]([F:26])=[C:4]([NH:8][C:9]2[C:18]3[C:13](=[CH:14][C:15]([O:24][CH3:25])=[C:16]([CH2:19][NH:20][CH:21]([CH3:23])[CH3:22])[CH:17]=3)[N:12]=[CH:11][N:10]=2)[CH:5]=[CH:6][CH:7]=1.CC[O:29][C:30]([C@@H:32](OS(C(F)(F)F)(=O)=O)[CH3:33])=[O:31], predict the reaction product. The product is: [Cl:1][C:2]1[C:3]([F:26])=[C:4]([NH:8][C:9]2[C:18]3[C:13](=[CH:14][C:15]([O:24][CH3:25])=[C:16]([CH2:19][N:20]([CH:21]([CH3:23])[CH3:22])[C@@H:32]([C:30]([OH:29])=[O:31])[CH3:33])[CH:17]=3)[N:12]=[CH:11][N:10]=2)[CH:5]=[CH:6][CH:7]=1. (7) Given the reactants [C:1]([C:5]1[CH:6]=[C:7]([NH:17][C:18]([NH:20][C@@H:21]2[C:30]3[C:25](=[CH:26][CH:27]=[CH:28][CH:29]=3)[C@H:24]([O:31][C:32]3[CH:33]=[CH:34][C:35]4[N:36]([C:38]([N:41]5[CH2:45][CH2:44][CH2:43][C@H:42]5[CH2:46][O:47][Si](C(C)C)(C(C)C)C(C)C)=[N:39][N:40]=4)[CH:37]=3)[CH2:23][CH2:22]2)=[O:19])[N:8]([C:10]2[CH:15]=[CH:14][C:13]([CH3:16])=[CH:12][CH:11]=2)[N:9]=1)([CH3:4])([CH3:3])[CH3:2].CCCC[N+](CCCC)(CCCC)CCCC.[F-], predict the reaction product. The product is: [C:1]([C:5]1[CH:6]=[C:7]([NH:17][C:18]([NH:20][C@@H:21]2[C:30]3[C:25](=[CH:26][CH:27]=[CH:28][CH:29]=3)[C@H:24]([O:31][C:32]3[CH:33]=[CH:34][C:35]4[N:36]([C:38]([N:41]5[CH2:45][CH2:44][CH2:43][C@H:42]5[CH2:46][OH:47])=[N:39][N:40]=4)[CH:37]=3)[CH2:23][CH2:22]2)=[O:19])[N:8]([C:10]2[CH:15]=[CH:14][C:13]([CH3:16])=[CH:12][CH:11]=2)[N:9]=1)([CH3:4])([CH3:2])[CH3:3]. (8) Given the reactants [NH2:1][C:2]1[CH:7]=[CH:6][N:5]=[CH:4][N:3]=1.[Cl:8][C:9]1[C:18]2[C:13](=[CH:14][C:15]([S:19](OC3C(F)=C(F)C(F)=C(F)C=3F)(=[O:21])=[O:20])=[CH:16][CH:17]=2)[N:12]=[CH:11][CH:10]=1.C[Si]([N-][Si](C)(C)C)(C)C.[Li+], predict the reaction product. The product is: [Cl:8][C:9]1[C:18]2[C:13](=[CH:14][C:15]([S:19]([NH:1][C:2]3[CH:7]=[CH:6][N:5]=[CH:4][N:3]=3)(=[O:20])=[O:21])=[CH:16][CH:17]=2)[N:12]=[CH:11][CH:10]=1.